From a dataset of Full USPTO retrosynthesis dataset with 1.9M reactions from patents (1976-2016). Predict the reactants needed to synthesize the given product. (1) Given the product [CH3:20][N:18]([CH3:19])[C:17]1[CH:16]=[CH:15][C:14]([C:12]2[S:13][C:9](/[CH:8]=[CH:7]/[C:6]3[CH:5]=[CH:4][C:3]([OH:2])=[CH:24][CH:23]=3)=[CH:10][N:11]=2)=[CH:22][CH:21]=1, predict the reactants needed to synthesize it. The reactants are: C[O:2][C:3]1[CH:24]=[CH:23][C:6](/[CH:7]=[CH:8]/[C:9]2[S:13][C:12]([C:14]3[CH:22]=[CH:21][C:17]([N:18]([CH3:20])[CH3:19])=[CH:16][CH:15]=3)=[N:11][CH:10]=2)=[CH:5][CH:4]=1.B(Br)(Br)Br.C([O-])(O)=O.[Na+]. (2) Given the product [NH2:1][C:2]1[N:6]([CH:7]2[CH2:12][CH2:11][CH2:10][N:9]([C:37]#[N:36])[CH2:8]2)[N:5]=[C:4]([C:13]2[CH:18]=[CH:17][C:16]([O:19][C:20]3[CH:25]=[CH:24][C:23]([Cl:26])=[CH:22][N:21]=3)=[CH:15][CH:14]=2)[C:3]=1[C:27]([NH2:29])=[O:28], predict the reactants needed to synthesize it. The reactants are: [NH2:1][C:2]1[N:6]([CH:7]2[CH2:12][CH2:11][CH2:10][NH:9][CH2:8]2)[N:5]=[C:4]([C:13]2[CH:18]=[CH:17][C:16]([O:19][C:20]3[CH:25]=[CH:24][C:23]([Cl:26])=[CH:22][N:21]=3)=[CH:15][CH:14]=2)[C:3]=1[C:27]([NH2:29])=[O:28].C(=O)([O-])[O-].[Cs+].[Cs+].[N:36]#[C:37]Br.O. (3) Given the product [S:31]1[CH:32]=[CH:33][CH:34]=[C:30]1[C:27]1[CH:28]=[CH:29][C:24]([NH:21][C:22](=[O:23])[NH:11][C@@H:6]([CH2:5][N+:2]([CH3:3])([CH3:4])[CH3:1])[CH2:7][C:8]([O-:10])=[O:9])=[CH:25][CH:26]=1, predict the reactants needed to synthesize it. The reactants are: [CH3:1][N+:2]([CH2:5][C@H:6]([NH2:11])[CH2:7][C:8]([O-:10])=[O:9])([CH3:4])[CH3:3].C(N(C(C)C)CC)(C)C.[N:21]([C:24]1[CH:29]=[CH:28][C:27]([C:30]2[S:31][CH:32]=[CH:33][CH:34]=2)=[CH:26][CH:25]=1)=[C:22]=[O:23]. (4) Given the product [CH3:1][N:2]1[CH2:3][C@@H:4]2[CH2:5][C@H:6]1[CH2:7][N:8]2[C:12]1[CH:17]=[CH:16][C:15]([N+:18]([O-:20])=[O:19])=[CH:14][C:13]=1[CH3:21], predict the reactants needed to synthesize it. The reactants are: [CH3:1][N:2]1[CH:6]2[CH2:7][NH:8][CH:4]([CH2:5]2)[CH2:3]1.Cl.Cl.F[C:12]1[CH:17]=[CH:16][C:15]([N+:18]([O-:20])=[O:19])=[CH:14][C:13]=1[CH3:21].C([O-])([O-])=O.[K+].[K+].